Dataset: Forward reaction prediction with 1.9M reactions from USPTO patents (1976-2016). Task: Predict the product of the given reaction. (1) Given the reactants [C:1]([O:5][C:6]([NH:8][C@H:9]([C:14]([OH:16])=O)[CH2:10][N:11]([CH3:13])[CH3:12])=[O:7])([CH3:4])([CH3:3])[CH3:2].CC(N=C=NC(C)C)C.C1C=CC2N(O)N=NC=2C=1.CN1CCOCC1.Cl.[CH3:44][O:45][C:46]1[CH:47]=[C:48]([C:54]2[C@@H:63]3[C@@H:58]([CH2:59][CH2:60][CH2:61][CH2:62]3)[C:57](=[O:64])[N:56]([CH:65]3[CH2:70][CH2:69][NH:68][CH2:67][CH2:66]3)[N:55]=2)[CH:49]=[CH:50][C:51]=1[O:52][CH3:53], predict the reaction product. The product is: [CH3:44][O:45][C:46]1[CH:47]=[C:48]([C:54]2[C@@H:63]3[C@@H:58]([CH2:59][CH2:60][CH2:61][CH2:62]3)[C:57](=[O:64])[N:56]([CH:65]3[CH2:66][CH2:67][N:68]([C:14](=[O:16])[C@@H:9]([NH:8][C:6](=[O:7])[O:5][C:1]([CH3:2])([CH3:3])[CH3:4])[CH2:10][N:11]([CH3:12])[CH3:13])[CH2:69][CH2:70]3)[N:55]=2)[CH:49]=[CH:50][C:51]=1[O:52][CH3:53]. (2) Given the reactants [CH2:1]([O:8][C:9]([CH:11]1[CH2:16][CH:15]([OH:17])[CH2:14][CH2:13][CH:12]1[C:18]([N:20]1[CH2:24][CH2:23][CH:22]([C:25]2[CH:30]=[CH:29][CH:28]=[CH:27][CH:26]=2)[CH2:21]1)=[O:19])=[O:10])[C:2]1[CH:7]=[CH:6][CH:5]=[CH:4][CH:3]=1.CC(OI1(OC(C)=O)(OC(C)=O)OC(=O)C2C=CC=CC1=2)=O.[OH-].[Na+], predict the reaction product. The product is: [CH2:1]([O:8][C:9]([CH:11]1[CH2:16][C:15](=[O:17])[CH2:14][CH2:13][CH:12]1[C:18]([N:20]1[CH2:24][CH2:23][CH:22]([C:25]2[CH:26]=[CH:27][CH:28]=[CH:29][CH:30]=2)[CH2:21]1)=[O:19])=[O:10])[C:2]1[CH:3]=[CH:4][CH:5]=[CH:6][CH:7]=1. (3) The product is: [CH3:8][C:5]([O:4][CH2:1][CH:2]1[CH2:3][O:18]1)([CH3:9])[CH2:6][OH:7]. Given the reactants [CH2:1]([O:4][C:5]([CH3:9])([CH3:8])[CH2:6][OH:7])[CH:2]=[CH2:3].C1C=C(Cl)C=C(C(OO)=[O:18])C=1.C([O-])(O)=O.[Na+].[O-]S([O-])(=S)=O.[Na+].[Na+], predict the reaction product. (4) The product is: [N:12]1([CH2:17][C:18]2[CH:23]=[CH:22][C:21]([CH2:24][N:10]3[C:6]4[CH:5]=[C:4]([Cl:11])[N:3]=[C:2]([Cl:1])[C:7]=4[CH:8]=[N:9]3)=[CH:20][CH:19]=2)[CH:16]=[CH:15][CH:14]=[N:13]1.[N:12]1([CH2:17][C:18]2[CH:23]=[CH:22][C:21]([CH2:24][N:9]3[CH:8]=[C:7]4[C:2]([Cl:1])=[N:3][C:4]([Cl:11])=[CH:5][C:6]4=[N:10]3)=[CH:20][CH:19]=2)[CH:16]=[CH:15][CH:14]=[N:13]1. Given the reactants [Cl:1][C:2]1[C:7]2[CH:8]=[N:9][NH:10][C:6]=2[CH:5]=[C:4]([Cl:11])[N:3]=1.[N:12]1([CH2:17][C:18]2[CH:23]=[CH:22][C:21]([CH2:24]O)=[CH:20][CH:19]=2)[CH:16]=[CH:15][CH:14]=[N:13]1.C1(P(C2C=CC=CC=2)C2C=CC=CC=2)C=CC=CC=1.N(/C(OC(C)C)=O)=N\C(OC(C)C)=O, predict the reaction product. (5) Given the reactants [CH:1]1([NH:4][C:5]2[N:12]=[C:11]([C:13]([F:16])([F:15])[F:14])[CH:10]=[CH:9][C:6]=2[C:7]#N)[CH2:3][CH2:2]1.[OH-:17].[K+].C([OH:22])CC, predict the reaction product. The product is: [CH:1]1([NH:4][C:5]2[N:12]=[C:11]([C:13]([F:16])([F:15])[F:14])[CH:10]=[CH:9][C:6]=2[C:7]([OH:22])=[O:17])[CH2:3][CH2:2]1. (6) Given the reactants O[CH2:2][C:3]1[CH:8]=[C:7]([I:9])[CH:6]=[CH:5][C:4]=1[OH:10].[BrH:11].[C:12]1([P:18]([C:25]2[CH:30]=[CH:29][CH:28]=[CH:27][CH:26]=2)[C:19]2[CH:24]=[CH:23][CH:22]=[CH:21][CH:20]=2)[CH:17]=[CH:16][CH:15]=[CH:14][CH:13]=1, predict the reaction product. The product is: [Br-:11].[OH:10][C:4]1[CH:5]=[CH:6][C:7]([I:9])=[CH:8][C:3]=1[CH2:2][P+:18]([C:19]1[CH:20]=[CH:21][CH:22]=[CH:23][CH:24]=1)([C:25]1[CH:30]=[CH:29][CH:28]=[CH:27][CH:26]=1)[C:12]1[CH:13]=[CH:14][CH:15]=[CH:16][CH:17]=1. (7) Given the reactants Br[C:2]1[C:12]2[O:11][CH2:10][CH2:9][N:8]([C:13]([O:15][C:16]([CH3:19])([CH3:18])[CH3:17])=[O:14])[CH2:7][C:6]=2[CH:5]=[CH:4][CH:3]=1.[O:20]1[CH:24]=[CH:23][CH:22]=[C:21]1B(O)O.O, predict the reaction product. The product is: [O:20]1[CH:24]=[CH:23][CH:22]=[C:21]1[C:2]1[C:12]2[O:11][CH2:10][CH2:9][N:8]([C:13]([O:15][C:16]([CH3:19])([CH3:18])[CH3:17])=[O:14])[CH2:7][C:6]=2[CH:5]=[CH:4][CH:3]=1.